Dataset: Forward reaction prediction with 1.9M reactions from USPTO patents (1976-2016). Task: Predict the product of the given reaction. (1) Given the reactants CO[CH:3](OC)[C:4](=[N:7][OH:8])[C:5]#[N:6].Cl.[CH3:12][C:13]1[CH:18]=[CH:17][C:16]([NH:19][NH2:20])=[CH:15][CH:14]=1.Cl.N, predict the reaction product. The product is: [NH2:6][C:5]1[N:19]([C:16]2[CH:17]=[CH:18][C:13]([CH3:12])=[CH:14][CH:15]=2)[N:20]=[CH:3][C:4]=1[N:7]=[O:8]. (2) Given the reactants [O:1]1[CH2:3][C@H:2]1[C:4]1[CH:5]=[CH:6][C:7]([C:10]([F:13])([F:12])[F:11])=[N:8][CH:9]=1.Cl([O-])(=O)(=O)=O.[Li+].[N-:20]=[N+:21]=[N-:22].[Na+], predict the reaction product. The product is: [N:20]([C@@H:2]([C:4]1[CH:9]=[N:8][C:7]([C:10]([F:13])([F:12])[F:11])=[CH:6][CH:5]=1)[CH2:3][OH:1])=[N+:21]=[N-:22]. (3) Given the reactants Br[C:2]1[CH:9]=[C:8]([O:10][CH3:11])[C:7]([OH:12])=[CH:6][C:3]=1[CH:4]=[O:5].[Br:13][C:14]1[CH:19]=[CH:18][C:17](B(O)O)=[CH:16][CH:15]=1.[F-].[Cs+], predict the reaction product. The product is: [Br:13][C:14]1[CH:19]=[CH:18][C:17]([C:2]2[C:3]([CH:4]=[O:5])=[CH:6][C:7]([OH:12])=[C:8]([O:10][CH3:11])[CH:9]=2)=[CH:16][CH:15]=1. (4) Given the reactants C[Si](C)(C)CCOC[N:7]1[C:11]2[N:12]=[CH:13][N:14]=[C:15]([C:16]3[CH:17]=[N:18][N:19]([C@@H:21]([CH3:25])[CH2:22][C:23]#[N:24])[CH:20]=3)[C:10]=2[CH:9]=[CH:8]1.C(#N)C.F[B-](F)(F)F.[Li+].[OH-].[NH4+], predict the reaction product. The product is: [N:12]1[C:11]2[NH:7][CH:8]=[CH:9][C:10]=2[C:15]([C:16]2[CH:17]=[N:18][N:19]([C@@H:21]([CH3:25])[CH2:22][C:23]#[N:24])[CH:20]=2)=[N:14][CH:13]=1. (5) Given the reactants Br[C:2]1[N:3]=[CH:4][C:5]([C:8]([N:10]2[CH2:15][CH2:14][N:13]([C:16]3[C:21]([CH3:22])=[CH:20][C:19]([CH:23]4[CH2:25][CH2:24]4)=[CH:18][N:17]=3)[CH2:12][CH2:11]2)=[O:9])=[N:6][CH:7]=1.[O:26]1[CH2:30][CH2:29][NH:28][C:27]1=[O:31], predict the reaction product. The product is: [CH:23]1([C:19]2[CH:20]=[C:21]([CH3:22])[C:16]([N:13]3[CH2:14][CH2:15][N:10]([C:8]([C:5]4[N:6]=[CH:7][C:2]([N:28]5[CH2:29][CH2:30][O:26][C:27]5=[O:31])=[N:3][CH:4]=4)=[O:9])[CH2:11][CH2:12]3)=[N:17][CH:18]=2)[CH2:25][CH2:24]1. (6) Given the reactants [Br:1][C:2]1[CH:7]=[CH:6][C:5]([CH2:8][CH2:9][OH:10])=[CH:4][CH:3]=1.[CH3:11][S:12](Cl)(=[O:14])=[O:13].O, predict the reaction product. The product is: [CH3:11][S:12]([O:10][CH2:9][CH2:8][C:5]1[CH:6]=[CH:7][C:2]([Br:1])=[CH:3][CH:4]=1)(=[O:14])=[O:13].